Dataset: Reaction yield outcomes from USPTO patents with 853,638 reactions. Task: Predict the reaction yield, written as a fraction of the theoretical maximum amount of product (1.0 means a 100% yield; for example, 0.34 means a 34% yield). (1) The catalyst is CN(C=O)C. The yield is 0.503. The reactants are [Br:1][C:2]1[C:11]([O:12][CH3:13])=[CH:10][C:5]2[NH:6][C:7]([CH3:9])=[N:8][C:4]=2[CH:3]=1.[H-].[Na+].[CH3:16][Si:17]([CH3:24])([CH3:23])[CH2:18][CH2:19][O:20][CH2:21]Cl.C(Cl)Cl.CO. The product is [Br:1][C:2]1[C:11]([O:12][CH3:13])=[CH:10][C:5]2[N:6]([CH2:21][O:20][CH2:19][CH2:18][Si:17]([CH3:24])([CH3:23])[CH3:16])[C:7]([CH3:9])=[N:8][C:4]=2[CH:3]=1. (2) The reactants are [OH:1][CH2:2][CH:3]([N:5]1[CH2:10][CH2:9][N:8](C(OC(C)(C)C)=O)[CH2:7][CH2:6]1)[CH3:4].Cl.O1CCOCC1. The catalyst is C(OCC)(=O)C.CO.CCOCC. The product is [N:5]1([CH:3]([CH3:4])[CH2:2][OH:1])[CH2:10][CH2:9][NH:8][CH2:7][CH2:6]1. The yield is 0.760.